This data is from Full USPTO retrosynthesis dataset with 1.9M reactions from patents (1976-2016). The task is: Predict the reactants needed to synthesize the given product. Given the product [CH2:1]([O:3][C:4](=[O:42])[CH2:5][C:6]1[C:14]2[C:9](=[CH:10][C:11]([C:15]3[CH:20]=[C:19]([N+:21]([O-:23])=[O:22])[CH:18]=[C:17]([N+:24]([O-:26])=[O:25])[CH:16]=3)=[CH:12][CH:13]=2)[N:8]([CH2:27][C:28]2[C:29]3[CH:36]=[C:35]([Cl:37])[CH:34]=[C:33]([NH:38][CH3:39])[C:30]=3[S:31][CH:32]=2)[CH:7]=1)[CH3:2], predict the reactants needed to synthesize it. The reactants are: [CH2:1]([O:3][C:4](=[O:42])[CH2:5][C:6]1[C:14]2[C:9](=[CH:10][C:11]([C:15]3[CH:20]=[C:19]([N+:21]([O-:23])=[O:22])[CH:18]=[C:17]([N+:24]([O-:26])=[O:25])[CH:16]=3)=[CH:12][CH:13]=2)[N:8]([CH2:27][C:28]2[C:29]3[CH:36]=[C:35]([Cl:37])[CH:34]=[C:33]([N:38](C=O)[CH3:39])[C:30]=3[S:31][CH:32]=2)[CH:7]=1)[CH3:2].Cl.